Dataset: Reaction yield outcomes from USPTO patents with 853,638 reactions. Task: Predict the reaction yield, written as a fraction of the theoretical maximum amount of product (1.0 means a 100% yield; for example, 0.34 means a 34% yield). (1) The reactants are [C:1]([O:5][C:6]([N:8]1[CH2:15][C@H:14]([OH:16])[CH2:13][C@H:9]1[C:10]([OH:12])=O)=[O:7])([CH3:4])([CH3:3])[CH3:2].C1(P(C2C=CC=CC=2)C2C=CC=CC=2)C=CC=CC=1.N(C(OCC)=O)=NC(OCC)=O. The catalyst is ClCCl. The product is [O:12]=[C:10]1[C@@H:9]2[CH2:13][C@@H:14]([CH2:15][N:8]2[C:6]([O:5][C:1]([CH3:2])([CH3:3])[CH3:4])=[O:7])[O:16]1. The yield is 0.670. (2) The reactants are Br[C:2]1[N:3]=[CH:4][C:5]([NH2:8])=[N:6][CH:7]=1.CC1(C)C(C)(C)OB([C:17]2[CH2:26][CH2:25][C:20]3([O:24][CH2:23][CH2:22][O:21]3)[CH2:19][CH:18]=2)O1.COCCOC.C(=O)([O-])[O-].[Na+].[Na+]. The catalyst is C1C=CC(P(C2C=CC=CC=2)[C-]2C=CC=C2)=CC=1.C1C=CC(P(C2C=CC=CC=2)[C-]2C=CC=C2)=CC=1.Cl[Pd]Cl.[Fe+2].C(Cl)Cl.C(Cl)Cl. The product is [O:21]1[C:20]2([CH2:25][CH2:26][C:17]([C:2]3[N:3]=[CH:4][C:5]([NH2:8])=[N:6][CH:7]=3)=[CH:18][CH2:19]2)[O:24][CH2:23][CH2:22]1. The yield is 0.560. (3) The yield is 0.700. The reactants are [BH4-].[Na+].[CH:3]([C:5]1[S:9][CH:8]=[C:7]([C:10]([OH:12])=[O:11])[CH:6]=1)=[O:4]. The catalyst is O.C(O)C. The product is [OH:4][CH2:3][C:5]1[S:9][CH:8]=[C:7]([C:10]([OH:12])=[O:11])[CH:6]=1. (4) The reactants are [Br:1][C:2]1[N:6]([C@@H:7]2[O:24][CH2:23][C@@H:18]([O:19]C(=O)C)[C@@H:13]([O:14]C(=O)C)[C@H:8]2[O:9]C(=O)C)[C:5]2[CH:25]=[C:26]([Cl:31])[C:27]([Cl:30])=[C:28]([F:29])[C:4]=2[N:3]=1.[Li+].[OH-]. The catalyst is O1CCOCC1. The product is [Br:1][C:2]1[N:6]([C@@H:7]2[O:24][CH2:23][C@@H:18]([OH:19])[C@@H:13]([OH:14])[C@H:8]2[OH:9])[C:5]2[CH:25]=[C:26]([Cl:31])[C:27]([Cl:30])=[C:28]([F:29])[C:4]=2[N:3]=1. The yield is 0.460.